From a dataset of Reaction yield outcomes from USPTO patents with 853,638 reactions. Predict the reaction yield, written as a fraction of the theoretical maximum amount of product (1.0 means a 100% yield; for example, 0.34 means a 34% yield). (1) The reactants are [NH2:1][C:2]1[C:3]([NH:12][C:13](=O)[C:14]2[CH:19]=[CH:18][CH:17]=[CH:16][CH:15]=2)=[C:4]([CH:9]=[CH:10][CH:11]=1)[C:5]([O:7][CH3:8])=[O:6].C([O-])(O)=O.[Na+]. The catalyst is C(O)(=O)C. The product is [C:14]1([C:13]2[NH:12][C:3]3[C:4]([C:5]([O:7][CH3:8])=[O:6])=[CH:9][CH:10]=[CH:11][C:2]=3[N:1]=2)[CH:19]=[CH:18][CH:17]=[CH:16][CH:15]=1. The yield is 0.710. (2) The reactants are [CH3:1][O:2][C:3]1[CH:4]=[C:5]2[C:10](=[CH:11][CH:12]=1)[N:9]=[CH:8][CH:7]=[C:6]2[C@@H:13]([OH:21])[CH2:14][N:15]1[CH2:20][CH2:19][NH:18][CH2:17][CH2:16]1.C(=O)([O-])[O-].[K+].[K+].[CH2:28]([O:35][C:36](=[O:41])[NH:37][CH2:38][CH2:39]Br)[C:29]1[CH:34]=[CH:33][CH:32]=[CH:31][CH:30]=1. The catalyst is C1C=CC=CC=1.CN(C=O)C. The product is [CH2:28]([O:35][C:36](=[O:41])[NH:37][CH2:38][CH2:39][N:18]1[CH2:19][CH2:20][N:15]([CH2:14][C@H:13]([OH:21])[C:6]2[C:5]3[C:10](=[CH:11][CH:12]=[C:3]([O:2][CH3:1])[CH:4]=3)[N:9]=[CH:8][CH:7]=2)[CH2:16][CH2:17]1)[C:29]1[CH:34]=[CH:33][CH:32]=[CH:31][CH:30]=1. The yield is 0.240. (3) The yield is 0.850. The catalyst is ClCCl.CN(C1C=CN=CC=1)C. The reactants are [C:1]([O:5][CH2:6][CH2:7][OH:8])([CH3:4])([CH3:3])[CH3:2].C(N(CC)CC)C.[S:16](Cl)([C:19]1[CH:25]=[CH:24][C:22]([CH3:23])=[CH:21][CH:20]=1)(=[O:18])=[O:17]. The product is [CH3:23][C:22]1[CH:24]=[CH:25][C:19]([S:16]([O:8][CH2:7][CH2:6][O:5][C:1]([CH3:4])([CH3:3])[CH3:2])(=[O:18])=[O:17])=[CH:20][CH:21]=1. (4) The reactants are C(O[C:4](=O)[CH:5]([CH2:10][NH2:11])[CH2:6][CH:7]([CH3:9])[CH3:8])C.C[O:14][C:15](=O)[CH:16]([NH2:21])[CH2:17][CH:18]([CH3:20])[CH3:19].C([C@@H]1NC[C@H](CC(C)C)NC1=O)C(C)C. No catalyst specified. The product is [CH2:17]([C@@H:16]1[NH:21][CH2:4][CH:5]([CH2:6][CH:7]([CH3:8])[CH3:9])[CH2:10][NH:11][C:15]1=[O:14])[CH:18]([CH3:20])[CH3:19]. The yield is 0.0342. (5) The reactants are [NH:1]1[C:9]2[C:4](=[CH:5][C:6]([S:10][CH2:11][CH2:12][OH:13])=[CH:7][CH:8]=2)[CH2:3][CH2:2]1.C(N(CC)CC)C.[Si:21](Cl)([C:24]([CH3:27])([CH3:26])[CH3:25])([CH3:23])[CH3:22]. The catalyst is ClCCl.CN(C)C1C=CN=CC=1. The product is [Si:21]([O:13][CH2:12][CH2:11][S:10][C:6]1[CH:5]=[C:4]2[C:9](=[CH:8][CH:7]=1)[NH:1][CH2:2][CH2:3]2)([C:24]([CH3:27])([CH3:26])[CH3:25])([CH3:23])[CH3:22]. The yield is 0.340. (6) The reactants are [Li+].[BH4-].[N+:3]([C:6]1[CH:29]=[CH:28][C:9]([CH2:10][O:11][C:12]([N:14]2[CH2:19][CH2:18][N:17]3[N:20]=[C:21]([C:23](OCC)=[O:24])[CH:22]=[C:16]3[CH2:15]2)=[O:13])=[CH:8][CH:7]=1)([O-:5])=[O:4].Cl.C([O-])([O-])=O.[K+].[K+]. The catalyst is CO.C1COCC1. The product is [N+:3]([C:6]1[CH:29]=[CH:28][C:9]([CH2:10][O:11][C:12]([N:14]2[CH2:19][CH2:18][N:17]3[N:20]=[C:21]([CH2:23][OH:24])[CH:22]=[C:16]3[CH2:15]2)=[O:13])=[CH:8][CH:7]=1)([O-:5])=[O:4]. The yield is 0.950. (7) The reactants are [F:1][C:2]([F:12])([F:11])[C:3]1[CH:8]=[CH:7][N:6]=[C:5]([CH:9]=C)[N:4]=1.I([O-])(=O)(=O)=[O:14].[Na+]. The catalyst is O1CCOCC1.CCOC(C)=O.O.[Os](=O)(=O)(=O)=O. The product is [F:1][C:2]([F:12])([F:11])[C:3]1[CH:8]=[CH:7][N:6]=[C:5]([CH:9]=[O:14])[N:4]=1. The yield is 0.200. (8) The reactants are [ClH:1].[S:2]1[CH:6]=[CH:5][C:4]2[C:7]([N:11]3[CH2:16][CH2:15][N:14]([CH2:17][CH2:18][CH2:19][O:20][C:21]4[C:28]([O:29][CH3:30])=[CH:27][C:26]([N:31]5[CH2:35][CH2:34][O:33][C:32]5=[O:36])=[CH:25][C:22]=4[CH:23]=[O:24])[CH2:13][CH2:12]3)=[CH:8][CH:9]=[CH:10][C:3]1=2.Cl.[K].[BH4-].[Na+].Cl.[OH-].[Na+]. No catalyst specified. The product is [ClH:1].[S:2]1[CH:6]=[CH:5][C:4]2[C:7]([N:11]3[CH2:16][CH2:15][N:14]([CH2:17][CH2:18][CH2:19][O:20][C:21]4[C:28]([O:29][CH3:30])=[CH:27][C:26]([N:31]5[CH2:35][CH2:34][O:33][C:32]5=[O:36])=[CH:25][C:22]=4[CH2:23][OH:24])[CH2:13][CH2:12]3)=[CH:8][CH:9]=[CH:10][C:3]1=2. The yield is 0.410. (9) The reactants are [OH-].[K+].[C:3]([O:7][C:8]([N:10]1[CH2:16][CH2:15][C:14]2[C:17]([S:22][C:23](=O)N(C)C)=[C:18]([Cl:21])[CH:19]=[CH:20][C:13]=2[CH2:12][CH2:11]1)=[O:9])([CH3:6])([CH3:5])[CH3:4].[H-].[Na+].BrC[C:32]#[N:33]. The catalyst is CO.CCOC(C)=O. The product is [C:3]([O:7][C:8]([N:10]1[CH2:16][CH2:15][C:14]2[C:17]([S:22][CH2:23][C:32]#[N:33])=[C:18]([Cl:21])[CH:19]=[CH:20][C:13]=2[CH2:12][CH2:11]1)=[O:9])([CH3:4])([CH3:6])[CH3:5]. The yield is 0.810.